From a dataset of Catalyst prediction with 721,799 reactions and 888 catalyst types from USPTO. Predict which catalyst facilitates the given reaction. Reactant: N.Cl[C:3]1[C:12]2[C:7](=[CH:8][C:9]([C:13]([F:16])([F:15])[F:14])=[CH:10][CH:11]=2)[N:6]=[C:5]([C:17]2[CH:22]=[CH:21][CH:20]=[CH:19][C:18]=2[S:23][CH2:24][CH3:25])[N:4]=1.C1COCC1.C(#[N:33])C. Product: [NH2:33][C:3]1[C:12]2[C:7](=[CH:8][C:9]([C:13]([F:16])([F:15])[F:14])=[CH:10][CH:11]=2)[N:6]=[C:5]([C:17]2[CH:22]=[CH:21][CH:20]=[CH:19][C:18]=2[S:23][CH2:24][CH3:25])[N:4]=1. The catalyst class is: 6.